This data is from Full USPTO retrosynthesis dataset with 1.9M reactions from patents (1976-2016). The task is: Predict the reactants needed to synthesize the given product. (1) Given the product [CH3:1][O:2][C:3]([C:5]1([C:8]2[CH:13]=[CH:12][C:11]([S:14]([Cl:18])(=[O:16])=[O:15])=[CH:10][CH:9]=2)[CH2:7][CH2:6]1)=[O:4], predict the reactants needed to synthesize it. The reactants are: [CH3:1][O:2][C:3]([C:5]1([C:8]2[CH:13]=[CH:12][CH:11]=[CH:10][CH:9]=2)[CH2:7][CH2:6]1)=[O:4].[S:14]([Cl:18])(=O)(=[O:16])[OH:15]. (2) Given the product [C:40]([O:39][C:37]([N:23]1[C@H:24]([C:28]2[CH:29]=[C:30]([F:36])[C:31]([F:35])=[C:32]([F:34])[CH:33]=2)[CH2:25][O:26][CH2:27][C@@H:22]1[CH2:21][CH2:20][CH2:19][C:18]([OH:2])=[O:17])=[O:38])([CH3:43])([CH3:42])[CH3:41], predict the reactants needed to synthesize it. The reactants are: C(=O)([O-])[OH:2].[Na+].CC1(C)N([O])C(C)(C)CCC1.[OH:17][CH2:18][CH2:19][CH2:20][CH2:21][C@H:22]1[CH2:27][O:26][CH2:25][C@@H:24]([C:28]2[CH:33]=[C:32]([F:34])[C:31]([F:35])=[C:30]([F:36])[CH:29]=2)[N:23]1[C:37]([O:39][C:40]([CH3:43])([CH3:42])[CH3:41])=[O:38].Cl[O-].[Na+].S([O-])([O-])=O.[Na+].[Na+].Cl. (3) The reactants are: [N:1]1([C:9]([O:11][C:12]([CH3:15])([CH3:14])[CH3:13])=[O:10])[CH2:8][CH2:7][CH2:6][C@@H:2]1[C:3]([OH:5])=O.C(N(CC)CC)C.CN(C(ON1N=NC2C=CC=CC1=2)=[N+](C)C)C.F[P-](F)(F)(F)(F)F.Cl.Cl.[NH2:49][C@@H:50]([CH2:62][C:63]1[CH:68]=[CH:67][C:66]([Cl:69])=[C:65]([Cl:70])[CH:64]=1)[C:51]([NH:53][CH2:54][C:55]1[CH:56]=[N:57][C:58]([NH2:61])=[CH:59][CH:60]=1)=[O:52]. Given the product [C:12]([O:11][C:9]([N:1]1[CH2:8][CH2:7][CH2:6][C@@H:2]1[C:3](=[O:5])[NH:49][C@H:50]([C:51](=[O:52])[NH:53][CH2:54][C:55]1[CH:56]=[N:57][C:58]([NH2:61])=[CH:59][CH:60]=1)[CH2:62][C:63]1[CH:68]=[CH:67][C:66]([Cl:69])=[C:65]([Cl:70])[CH:64]=1)=[O:10])([CH3:15])([CH3:14])[CH3:13], predict the reactants needed to synthesize it. (4) Given the product [CH2:25]([O:24][C:22](=[O:23])[CH2:21][CH:12]([C:13]1[CH:18]=[CH:17][CH:16]=[CH:15][CH:14]=1)[C:11]([C:8]1[CH:7]=[CH:6][C:5]([O:4][CH3:3])=[CH:10][CH:9]=1)=[O:19])[CH3:26], predict the reactants needed to synthesize it. The reactants are: [H-].[Na+].[CH3:3][O:4][C:5]1[CH:10]=[CH:9][C:8]([C:11](=[O:19])[CH2:12][C:13]2[CH:18]=[CH:17][CH:16]=[CH:15][CH:14]=2)=[CH:7][CH:6]=1.Br[CH2:21][C:22]([O:24][CH2:25][CH3:26])=[O:23]. (5) Given the product [Br:1][C:2]1[CH:3]=[C:4]2[C:5]([CH:8]=[CH:9][N:11]2[CH:12]2[CH2:17][CH2:16][O:15][CH2:14][CH2:13]2)=[CH:6][CH:7]=1, predict the reactants needed to synthesize it. The reactants are: [Br:1][C:2]1[CH:7]=[CH:6][C:5]([CH2:8][CH:9]=O)=[C:4]([NH:11][CH:12]2[CH2:17][CH2:16][O:15][CH2:14][CH2:13]2)[CH:3]=1. (6) Given the product [Cl:10][C:11]1[CH:16]=[CH:15][CH:14]=[C:13]([F:17])[C:12]=1[NH:18][C:19]1[NH:23][C:22]2[C:24]3[CH2:25][C:26]([CH3:36])([CH3:35])[O:27][C:28]=3[C:29]([C:31]3[O:1][N:2]=[C:3]([CH:4]([CH3:6])[CH3:5])[N:7]=3)=[CH:30][C:21]=2[N:20]=1, predict the reactants needed to synthesize it. The reactants are: [OH:1][N:2]=[C:3]([NH2:7])[CH:4]([CH3:6])[CH3:5].[H-].[Na+].[Cl:10][C:11]1[CH:16]=[CH:15][CH:14]=[C:13]([F:17])[C:12]=1[NH:18][C:19]1[NH:23][C:22]2[C:24]3[CH2:25][C:26]([CH3:36])([CH3:35])[O:27][C:28]=3[C:29]([C:31](OC)=O)=[CH:30][C:21]=2[N:20]=1. (7) Given the product [NH2:5][C:14]1[C:13]2[N:27]=[C:10]([CH2:9][O:4][CH2:1][CH3:2])[N:11]([CH2:28][CH2:29][CH2:30][NH:31][C:43](=[O:46])[CH3:44])[C:12]=2[C:17]([CH3:18])=[C:16]([CH3:19])[N:15]=1, predict the reactants needed to synthesize it. The reactants are: [C:1]([O-:4])(=O)[CH3:2].[NH4+:5].C(O[CH2:9][C:10]1[N:11]([CH2:28][CH2:29][CH2:30][NH:31]C(=O)OC(C)(C)C)[C:12]2[C:17]([CH3:18])=[C:16]([CH3:19])[N:15]=[C:14](OC3C=CC=CC=3)[C:13]=2[N:27]=1)C.[OH-].[NH4+].[OH-].[Na+].[C:43]([O:46]C)(=O)[CH3:44].